Dataset: Forward reaction prediction with 1.9M reactions from USPTO patents (1976-2016). Task: Predict the product of the given reaction. (1) Given the reactants [CH3:1][O:2][C:3]1[CH:8]=[CH:7][C:6]([C:9]2[C:18]3[C:13](=[C:14]([C:19]([F:22])([F:21])[F:20])[CH:15]=[CH:16][CH:17]=3)[N:12]=[CH:11][C:10]=2[C:23]([C:25]2[CH:30]=[CH:29][CH:28]=[CH:27][CH:26]=2)=O)=[CH:5][CH:4]=1.C1(C(C2C=NC3C(C=2C2C=CC=CC=2)=CC=CC=3C(F)(F)F)=O)C=CC=CC=1.Cl, predict the reaction product. The product is: [CH2:23]([C:10]1[CH:11]=[N:12][C:13]2[C:18]([C:9]=1[C:6]1[CH:7]=[CH:8][C:3]([O:2][CH3:1])=[CH:4][CH:5]=1)=[CH:17][CH:16]=[CH:15][C:14]=2[C:19]([F:22])([F:20])[F:21])[C:25]1[CH:26]=[CH:27][CH:28]=[CH:29][CH:30]=1. (2) Given the reactants [C:1]([O:5][C:6](=[O:28])[NH:7][CH:8]([CH3:27])[C:9]([NH:11][C:12]1[CH:17]=[C:16](Cl)[CH:15]=[C:14]([C:19]#[C:20][C:21]2[CH:26]=[CH:25][CH:24]=[CH:23][CH:22]=2)[N:13]=1)=[O:10])([CH3:4])([CH3:3])[CH3:2].OB1OB(O)OB(O)O1.[C:38](=O)([O-])[O-].[K+].[K+].COCCOC, predict the reaction product. The product is: [C:1]([O:5][C:6](=[O:28])[NH:7][CH:8]([CH3:27])[C:9]([NH:11][C:12]1[CH:17]=[C:16]([CH3:38])[CH:15]=[C:14]([C:19]#[C:20][C:21]2[CH:26]=[CH:25][CH:24]=[CH:23][CH:22]=2)[N:13]=1)=[O:10])([CH3:4])([CH3:3])[CH3:2]. (3) Given the reactants [C:1]([C:4]1[CH:9]=[C:8]([N:10]2[C:15]([CH3:16])=[CH:14][C:13]([O:17][CH2:18][C:19]3[CH:24]=[CH:23][C:22]([O:25][CH3:26])=[CH:21][CH:20]=3)=[CH:12][C:11]2=[O:27])[C:7]([CH3:28])=[CH:6][N:5]=1)(=[O:3])[CH3:2].[Cl:29]N1C(=O)CCC1=O, predict the reaction product. The product is: [C:1]([C:4]1[CH:9]=[C:8]([N:10]2[C:15]([CH3:16])=[CH:14][C:13]([O:17][CH2:18][C:19]3[CH:20]=[CH:21][C:22]([O:25][CH3:26])=[CH:23][CH:24]=3)=[C:12]([Cl:29])[C:11]2=[O:27])[C:7]([CH3:28])=[CH:6][N:5]=1)(=[O:3])[CH3:2]. (4) Given the reactants [CH3:1][O:2][C:3]1[CH:4]=[CH:5][C:6]([CH2:17][C:18](=[O:24])[C:19]2[CH:23]=[CH:22][S:21][CH:20]=2)=[C:7]([NH:9][C:10](=[O:16])[O:11][C:12]([CH3:15])([CH3:14])[CH3:13])[CH:8]=1.[H-].[Na+].Cl[CH2:28][C:29]1[N:34]=[C:33]([C:35]([O:37][CH3:38])=[O:36])[CH:32]=[CH:31][CH:30]=1.[Cl-].[NH4+], predict the reaction product. The product is: [C:12]([O:11][C:10]([NH:9][C:7]1[CH:8]=[C:3]([O:2][CH3:1])[CH:4]=[CH:5][C:6]=1[CH:17]([C:18](=[O:24])[C:19]1[CH:23]=[CH:22][S:21][CH:20]=1)[CH2:28][C:29]1[N:34]=[C:33]([C:35]([O:37][CH3:38])=[O:36])[CH:32]=[CH:31][CH:30]=1)=[O:16])([CH3:15])([CH3:13])[CH3:14]. (5) Given the reactants [N:1]1([C:7]2[CH:8]=[CH:9][C:10]3[N:11]([C:13]([C:16]([F:19])([F:18])[F:17])=[N:14][N:15]=3)[N:12]=2)[CH2:6][CH2:5][NH:4][CH2:3][CH2:2]1.[O:20]1[C:24]2[CH:25]=[CH:26][CH:27]=[CH:28][C:23]=2[N:22]=[C:21]1[CH:29]=O, predict the reaction product. The product is: [O:20]1[C:24]2[CH:25]=[CH:26][CH:27]=[CH:28][C:23]=2[N:22]=[C:21]1[CH2:29][N:4]1[CH2:3][CH2:2][N:1]([C:7]2[CH:8]=[CH:9][C:10]3[N:11]([C:13]([C:16]([F:17])([F:18])[F:19])=[N:14][N:15]=3)[N:12]=2)[CH2:6][CH2:5]1.